From a dataset of Catalyst prediction with 721,799 reactions and 888 catalyst types from USPTO. Predict which catalyst facilitates the given reaction. (1) Reactant: [N+:1]([C:4]1[CH:9]=[C:8](B2OC(C)(C)C(C)(C)O2)[CH:7]=[CH:6][C:5]=1[C:19]1[N:23]([C@H:24]2[CH2:28][CH2:27][O:26][CH2:25]2)[N:22]=[CH:21][C:20]=1[C:29]([O:31][CH2:32][CH3:33])=[O:30])([O-:3])=[O:2].Br[C:35]1[C:36]([CH3:45])=[N:37][C:38]([O:42][CH2:43][CH3:44])=[CH:39][C:40]=1[CH3:41].C(=O)([O-])[O-].[Cs+].[Cs+]. Product: [CH2:43]([O:42][C:38]1[N:37]=[C:36]([CH3:45])[C:35]([C:8]2[CH:7]=[CH:6][C:5]([C:19]3[N:23]([C@H:24]4[CH2:28][CH2:27][O:26][CH2:25]4)[N:22]=[CH:21][C:20]=3[C:29]([O:31][CH2:32][CH3:33])=[O:30])=[C:4]([N+:1]([O-:3])=[O:2])[CH:9]=2)=[C:40]([CH3:41])[CH:39]=1)[CH3:44]. The catalyst class is: 70. (2) Reactant: [OH:1][C:2]1[N:7]=[CH:6][C:5]([NH:8][C:9]([CH:11]2[CH2:16][CH2:15][CH2:14][CH2:13][CH2:12]2)=[O:10])=[CH:4][CH:3]=1.[CH3:17][N:18]([C:22]1[CH:27]=[CH:26][CH:25]=[CH:24][CH:23]=1)[C:19](Cl)=[O:20].N12CCN(CC1)CC2.O. Product: [CH:11]1([C:9]([NH:8][C:5]2[CH:4]=[CH:3][C:2]([O:1][C:19](=[O:20])[N:18]([CH3:17])[C:22]3[CH:27]=[CH:26][CH:25]=[CH:24][CH:23]=3)=[N:7][CH:6]=2)=[O:10])[CH2:12][CH2:13][CH2:14][CH2:15][CH2:16]1. The catalyst class is: 9. (3) Reactant: [C:1]([O:5][CH2:6][CH2:7][CH2:8][CH2:9][CH2:10][CH2:11][CH2:12][CH2:13][CH2:14][CH2:15][CH2:16][CH2:17][CH2:18][CH2:19][CH2:20][CH2:21][CH2:22][CH2:23][CH2:24][CH2:25][CH2:26][CH3:27])(=[O:4])[CH:2]=[CH2:3].[C:28]([O:36][CH:37]=[CH2:38])(=[O:35])[C:29]1[CH:34]=[CH:33][CH:32]=[CH:31][CH:30]=1. Product: [C:1]([O:5][CH2:6][CH2:7][CH2:8][CH2:9][CH2:10][CH2:11][CH2:12][CH2:13][CH2:14][CH2:15][CH2:16][CH2:17][CH2:18][CH2:19][CH2:20][CH2:21][CH2:22][CH2:23][CH2:24][CH2:25][CH2:26][CH3:27])(=[O:4])[CH:2]=[CH2:3].[C:1]([O:5][CH2:6][CH2:7][CH2:8][CH2:9][CH2:10][CH2:11][CH2:12][CH3:13])(=[O:4])[C:2]([CH3:3])=[CH2:28].[C:28]([O:36][CH:37]=[CH2:38])(=[O:35])[C:29]1[CH:34]=[CH:33][CH:32]=[CH:31][CH:30]=1. The catalyst class is: 113. (4) Reactant: [H-].[Na+].[CH3:3][C@@H:4]1[CH2:9][CH2:8][CH2:7][CH2:6][C@H:5]1[OH:10].[Cl:11][C:12]1[CH:17]=[C:16](Cl)[N:15]=[CH:14][N:13]=1.[Cl-].[NH4+]. Product: [Cl:11][C:12]1[CH:17]=[C:16]([O:10][C@@H:5]2[CH2:6][CH2:7][CH2:8][CH2:9][C@H:4]2[CH3:3])[N:15]=[CH:14][N:13]=1. The catalyst class is: 7.